Dataset: Full USPTO retrosynthesis dataset with 1.9M reactions from patents (1976-2016). Task: Predict the reactants needed to synthesize the given product. (1) Given the product [Cl:1][C:2]1[C:7]([CH2:8][NH:9][C:10]2[C:15]([F:16])=[C:14]([O:17][CH3:18])[CH:13]=[C:12]([O:19][CH3:20])[C:11]=2[F:21])=[CH:6][N:5]=[C:4]2[N:22]([CH2:34][O:33][CH2:32][CH2:31][Si:28]([CH3:30])([CH3:29])[CH3:27])[CH:23]=[CH:24][C:3]=12, predict the reactants needed to synthesize it. The reactants are: [Cl:1][C:2]1[C:7]([CH2:8][NH:9][C:10]2[C:15]([F:16])=[C:14]([O:17][CH3:18])[CH:13]=[C:12]([O:19][CH3:20])[C:11]=2[F:21])=[CH:6][N:5]=[C:4]2[NH:22][CH:23]=[CH:24][C:3]=12.[H-].[Na+].[CH3:27][Si:28]([CH2:31][CH2:32][O:33][CH2:34]Cl)([CH3:30])[CH3:29]. (2) Given the product [C:1]1([C:7]2[N:11]=[CH:10][NH:9][N:8]=2)[CH:2]=[CH:3][CH:4]=[CH:5][CH:6]=1, predict the reactants needed to synthesize it. The reactants are: [C:1]1([C:7]2[N:11]=[C:10](S)[NH:9][N:8]=2)[CH:6]=[CH:5][CH:4]=[CH:3][CH:2]=1. (3) Given the product [CH3:25][O:24][C:3]1[CH:4]=[C:5]([CH:22]=[CH:23][C:2]=1[C:27]#[C:26][C:28]1[CH:33]=[CH:32][C:31]([CH3:34])=[CH:30][CH:29]=1)[C:6]([NH:8][S:9]([C:12]1[CH:17]=[CH:16][CH:15]=[CH:14][C:13]=1[S:18](=[O:21])(=[O:20])[NH2:19])(=[O:11])=[O:10])=[O:7], predict the reactants needed to synthesize it. The reactants are: Br[C:2]1[CH:23]=[CH:22][C:5]([C:6]([NH:8][S:9]([C:12]2[CH:17]=[CH:16][CH:15]=[CH:14][C:13]=2[S:18](=[O:21])(=[O:20])[NH2:19])(=[O:11])=[O:10])=[O:7])=[CH:4][C:3]=1[O:24][CH3:25].[C:26]([C:28]1[CH:33]=[CH:32][C:31]([CH3:34])=[CH:30][CH:29]=1)#[CH:27]. (4) Given the product [CH2:1]([N:8]1[C:12]2([CH2:16][CH2:15][N:14]([C:18]3[CH:19]=[N:20][CH:21]=[C:22]([O:24][C:25]4[CH:26]=[CH:27][CH:28]=[CH:29][CH:30]=4)[CH:23]=3)[CH2:13]2)[CH2:11][CH2:10][CH2:9]1)[C:2]1[CH:3]=[CH:4][CH:5]=[CH:6][CH:7]=1, predict the reactants needed to synthesize it. The reactants are: [CH2:1]([N:8]1[C:12]2([CH2:16][CH2:15][NH:14][CH2:13]2)[CH2:11][CH2:10][CH2:9]1)[C:2]1[CH:7]=[CH:6][CH:5]=[CH:4][CH:3]=1.Br[C:18]1[CH:19]=[N:20][CH:21]=[C:22]([O:24][C:25]2[CH:30]=[CH:29][CH:28]=[CH:27][CH:26]=2)[CH:23]=1.CC(C)([O-])C.[K+]. (5) Given the product [CH2:35]([N:38]([CH2:39][CH2:40][CH3:41])[C:26](=[S:27])[NH:1][C:2]1[CH:3]=[CH:4][C:5]([O:8][C:9](=[O:18])[N:10]([CH3:17])[C:11]2[CH:16]=[CH:15][CH:14]=[CH:13][CH:12]=2)=[N:6][CH:7]=1)[CH2:36][CH3:37], predict the reactants needed to synthesize it. The reactants are: [NH2:1][C:2]1[CH:3]=[CH:4][C:5]([O:8][C:9](=[O:18])[N:10]([CH3:17])[C:11]2[CH:16]=[CH:15][CH:14]=[CH:13][CH:12]=2)=[N:6][CH:7]=1.C1C=C(O[C:26](OC2N=CC=CC=2)=[S:27])N=CC=1.[CH2:35]([NH:38][CH2:39][CH2:40][CH3:41])[CH2:36][CH3:37].C(N(CC)CC)C.